This data is from Catalyst prediction with 721,799 reactions and 888 catalyst types from USPTO. The task is: Predict which catalyst facilitates the given reaction. Reactant: [Br:1][C:2]1[N:10]2[C:5]([CH:6]=[N:7][C:8]([S:11][CH3:12])=[N:9]2)=[CH:4][CH:3]=1.ClC1C=CC=C(C(OO)=[O:21])C=1. Product: [Br:1][C:2]1[N:10]2[C:5]([CH:6]=[N:7][C:8]([S:11]([CH3:12])=[O:21])=[N:9]2)=[CH:4][CH:3]=1. The catalyst class is: 2.